This data is from Reaction yield outcomes from USPTO patents with 853,638 reactions. The task is: Predict the reaction yield, written as a fraction of the theoretical maximum amount of product (1.0 means a 100% yield; for example, 0.34 means a 34% yield). (1) The yield is 0.520. The product is [C:1]([Si:5]([CH3:28])([CH3:27])[O:6][CH2:7][CH:8]1[CH2:13][C:12]([CH3:29])([S:14]([C:17]2[CH:22]=[CH:21][CH:20]=[C:19]([C:23]([F:26])([F:24])[F:25])[CH:18]=2)(=[O:15])=[O:16])[CH2:11][CH2:10][O:9]1)([CH3:4])([CH3:3])[CH3:2]. The catalyst is C1COCC1.CCOC(C)=O. The reactants are [C:1]([Si:5]([CH3:28])([CH3:27])[O:6][CH2:7][CH:8]1[CH2:13][CH:12]([S:14]([C:17]2[CH:22]=[CH:21][CH:20]=[C:19]([C:23]([F:26])([F:25])[F:24])[CH:18]=2)(=[O:16])=[O:15])[CH2:11][CH2:10][O:9]1)([CH3:4])([CH3:3])[CH3:2].[CH3:29][Si]([N-][Si](C)(C)C)(C)C.[Na+].C1OCCOCCOCCOCCOC1. (2) The catalyst is C(Cl)Cl. The product is [CH3:20][N:2]([CH3:1])[CH2:3][CH2:4][CH2:5][O:6][C:7]1[CH:12]=[CH:11][C:10]([NH:13][C:30]([NH:29][C:26]2[CH:25]=[CH:24][C:23]([C:22]([F:21])([F:32])[F:33])=[CH:28][CH:27]=2)=[O:31])=[CH:9][C:8]=1[C:14]1[N:15]([CH3:19])[N:16]=[CH:17][CH:18]=1. The reactants are [CH3:1][N:2]([CH3:20])[CH2:3][CH2:4][CH2:5][O:6][C:7]1[CH:12]=[CH:11][C:10]([NH2:13])=[CH:9][C:8]=1[C:14]1[N:15]([CH3:19])[N:16]=[CH:17][CH:18]=1.[F:21][C:22]([F:33])([F:32])[C:23]1[CH:28]=[CH:27][C:26]([N:29]=[C:30]=[O:31])=[CH:25][CH:24]=1. The yield is 0.330. (3) The reactants are [Cl:1][C:2]1[C:7]([Cl:8])=[CH:6][C:5]([NH:9][CH2:10][C:11]([OH:13])=O)=[C:4]([OH:14])[CH:3]=1.[CH:15]([S:17]([N:20]1[CH2:27][CH:26]2[CH:22]([CH2:23][NH:24][CH2:25]2)[CH2:21]1)(=[O:19])=[O:18])=[CH2:16].C1C=CC2N(O)N=NC=2C=1.CCN=C=NCCCN(C)C.Cl.CCN(CC)CC. The catalyst is CN(C=O)C. The product is [Cl:1][C:2]1[C:7]([Cl:8])=[CH:6][C:5]([NH:9][CH2:10][C:11]([N:24]2[CH2:23][CH:22]3[CH:26]([CH2:27][N:20]([S:17]([CH:15]=[CH2:16])(=[O:18])=[O:19])[CH2:21]3)[CH2:25]2)=[O:13])=[C:4]([OH:14])[CH:3]=1. The yield is 0.100. (4) The reactants are C([O-])=O.[NH4+].[CH2:5]([O:12][C:13]1[CH:18]=[CH:17][C:16]([N+:19]([O-])=O)=[CH:15][C:14]=1[F:22])[C:6]1[CH:11]=[CH:10][CH:9]=[CH:8][CH:7]=1.C1(C)C=CC=CC=1. The catalyst is [Fe].O. The product is [CH2:5]([O:12][C:13]1[CH:18]=[CH:17][C:16]([NH2:19])=[CH:15][C:14]=1[F:22])[C:6]1[CH:7]=[CH:8][CH:9]=[CH:10][CH:11]=1. The yield is 1.00. (5) The catalyst is C(Cl)Cl. The reactants are C[O:2][C:3](=[O:47])[CH2:4][C@H:5]([OH:46])[CH2:6][C@H:7]([OH:45])[CH2:8][CH2:9][C:10]1[N:11]([CH:42]([CH3:44])[CH3:43])[C:12]([C:28](=[O:41])[NH:29][CH2:30][C:31]2[CH:36]=[CH:35]C=[C:33](C(OC)=O)[CH:32]=2)=[C:13]([C:22]2[CH:27]=[CH:26][CH:25]=[CH:24][CH:23]=2)[C:14]=1[C:15]1[CH:20]=[CH:19][C:18]([F:21])=[CH:17][CH:16]=1.[CH2:48]([OH:50])[CH3:49].[OH2:51].[OH-].[Na+:53].[CH3:54]O. The yield is 0.990. The product is [Na+:53].[F:21][C:18]1[CH:19]=[CH:20][C:15]([C:14]2[C:13]([C:22]3[CH:23]=[CH:24][CH:25]=[CH:26][CH:27]=3)=[C:12]([C:28](=[O:41])[NH:29][CH2:30][C:31]3[CH:36]=[CH:35][C:49]([C:48]([O:51][CH3:54])=[O:50])=[CH:33][CH:32]=3)[N:11]([CH:42]([CH3:43])[CH3:44])[C:10]=2[CH2:9][CH2:8][C@@H:7]([OH:45])[CH2:6][C@@H:5]([OH:46])[CH2:4][C:3]([O-:47])=[O:2])=[CH:16][CH:17]=1. (6) The reactants are [C:1]([O:4][CH2:5][C:6]1[C:11]([Br:12])=[CH:10][C:9]([F:13])=[CH:8][C:7]=1Br)(=[O:3])[CH3:2].[C:15]1(=[O:28])[C:20]2[CH:21]=[C:22]3[N:27]([C:19]=2[CH2:18][CH2:17][NH:16]1)[CH2:26][CH2:25][CH2:24][CH2:23]3.C(=O)([O-])[O-].[Cs+].[Cs+].CC1(C)C2C(=C(P(C3C=CC=CC=3)C3C=CC=CC=3)C=CC=2)OC2C(P(C3C=CC=CC=3)C3C=CC=CC=3)=CC=CC1=2. The catalyst is C1C=CC(/C=C/C(/C=C/C2C=CC=CC=2)=O)=CC=1.C1C=CC(/C=C/C(/C=C/C2C=CC=CC=2)=O)=CC=1.C1C=CC(/C=C/C(/C=C/C2C=CC=CC=2)=O)=CC=1.[Pd].[Pd].O1CCOCC1. The product is [C:1]([O:4][CH2:5][C:6]1[C:7]([N:16]2[CH2:17][CH2:18][C:19]3[N:27]4[C:22]([CH2:23][CH2:24][CH2:25][CH2:26]4)=[CH:21][C:20]=3[C:15]2=[O:28])=[CH:8][C:9]([F:13])=[CH:10][C:11]=1[Br:12])(=[O:3])[CH3:2]. The yield is 0.460. (7) The reactants are [Br:1][C:2]1[CH:3]=[C:4]2[C:8](=[CH:9][CH:10]=1)[NH:7][C:6]([C:11]1[CH:16]=[CH:15][CH:14]=[CH:13][C:12]=1[CH3:17])=[CH:5]2.[H-].[Na+].[C:20]1([S:26](Cl)(=[O:28])=[O:27])[CH:25]=[CH:24][CH:23]=[CH:22][CH:21]=1. The catalyst is CN(C=O)C. The product is [C:20]1([S:26]([N:7]2[C:8]3[C:4](=[CH:3][C:2]([Br:1])=[CH:10][CH:9]=3)[CH:5]=[C:6]2[C:11]2[CH:16]=[CH:15][CH:14]=[CH:13][C:12]=2[CH3:17])(=[O:28])=[O:27])[CH:25]=[CH:24][CH:23]=[CH:22][CH:21]=1. The yield is 0.820.